This data is from Reaction yield outcomes from USPTO patents with 853,638 reactions. The task is: Predict the reaction yield, written as a fraction of the theoretical maximum amount of product (1.0 means a 100% yield; for example, 0.34 means a 34% yield). The reactants are [I:1][C:2]1[CH:7]=[CH:6][C:5]([N:8]2[CH2:13][CH:12]3[CH2:14][CH:9]2[CH2:10][N:11]3C(OC(C)(C)C)=O)=[CH:4][CH:3]=1.O1CCOCC1.[ClH:28]. The catalyst is O1CCOCC1. The product is [ClH:28].[I:1][C:2]1[CH:3]=[CH:4][C:5]([N:8]2[CH2:13][CH:12]3[CH2:14][CH:9]2[CH2:10][NH:11]3)=[CH:6][CH:7]=1. The yield is 0.960.